From a dataset of Reaction yield outcomes from USPTO patents with 853,638 reactions. Predict the reaction yield, written as a fraction of the theoretical maximum amount of product (1.0 means a 100% yield; for example, 0.34 means a 34% yield). The reactants are [NH2:1][C:2]1[CH:7]=[C:6]([O:8][C:9]2[C:14]([F:15])=[CH:13][C:12]([NH:16][C:17]([C:19]3([C:22]([NH:24][C:25]4[CH:30]=[CH:29][C:28]([F:31])=[CH:27][CH:26]=4)=[O:23])[CH2:21][CH2:20]3)=[O:18])=[C:11]([F:32])[CH:10]=2)[CH:5]=[CH:4][N:3]=1.[CH2:33]([N:35]([CH2:38][CH3:39])[CH2:36]C)C.Cl[C:41](OC1C=CC=CC=1)=[O:42].C(OCC)(=[O:52])C. The catalyst is O1CCCC1.O. The product is [F:32][C:11]1[CH:10]=[C:9]([O:8][C:6]2[CH:5]=[CH:4][N:3]=[C:2]([NH:1][C:36]([N:35]3[CH2:33][CH:39]([CH2:41][OH:42])[CH2:38]3)=[O:52])[CH:7]=2)[C:14]([F:15])=[CH:13][C:12]=1[NH:16][C:17]([C:19]1([C:22]([NH:24][C:25]2[CH:26]=[CH:27][C:28]([F:31])=[CH:29][CH:30]=2)=[O:23])[CH2:21][CH2:20]1)=[O:18]. The yield is 0.280.